Dataset: Forward reaction prediction with 1.9M reactions from USPTO patents (1976-2016). Task: Predict the product of the given reaction. Given the reactants [Br:1][C:2]1[CH:3]=[CH:4][C:5]([NH2:11])=[C:6]([CH:10]=1)[C:7](O)=[O:8].[CH:12]([NH2:14])=O, predict the reaction product. The product is: [Br:1][C:2]1[CH:10]=[C:6]2[C:5](=[CH:4][CH:3]=1)[N:11]=[CH:12][N:14]=[C:7]2[OH:8].